From a dataset of Forward reaction prediction with 1.9M reactions from USPTO patents (1976-2016). Predict the product of the given reaction. (1) Given the reactants C([O:3][C:4](=[O:33])[C:5]([O:8][C:9]1[CH:14]=[CH:13][C:12]([O:15][CH2:16][CH2:17][CH:18]2[CH2:22][N:21]([CH2:23][C:24]3[CH:29]=[CH:28][C:27]([CH3:30])=[C:26]([CH3:31])[CH:25]=3)[C:20](=[O:32])[NH:19]2)=[CH:11][CH:10]=1)([CH3:7])[CH3:6])C.[OH-].[Na+], predict the reaction product. The product is: [CH3:31][C:26]1[CH:25]=[C:24]([CH:29]=[CH:28][C:27]=1[CH3:30])[CH2:23][N:21]1[CH2:22][CH:18]([CH2:17][CH2:16][O:15][C:12]2[CH:11]=[CH:10][C:9]([O:8][C:5]([CH3:7])([CH3:6])[C:4]([OH:33])=[O:3])=[CH:14][CH:13]=2)[NH:19][C:20]1=[O:32]. (2) Given the reactants [Cl:1][C:2]1[CH:7]=[CH:6][CH:5]=[CH:4][C:3]=1[OH:8].[N:9]([O-])=[O:10].[Na+], predict the reaction product. The product is: [Cl:1][C:2]1[C:3](=[O:8])[CH:4]=[CH:5][C:6](=[N:9][OH:10])[CH:7]=1. (3) Given the reactants [CH3:1][O:2][C:3]1[C:4]([O:17][CH2:18][CH2:19][CH2:20][N:21]2[CH2:25][CH2:24][CH2:23][CH2:22]2)=[CH:5][C:6]([N+:14]([O-])=O)=[C:7]([C:9]([CH3:13])([CH3:12])[C:10]#[N:11])[CH:8]=1, predict the reaction product. The product is: [CH3:1][O:2][C:3]1[CH:8]=[C:7]2[C:6](=[CH:5][C:4]=1[O:17][CH2:18][CH2:19][CH2:20][N:21]1[CH2:25][CH2:24][CH2:23][CH2:22]1)[N:14]=[C:10]([NH2:11])[C:9]2([CH3:13])[CH3:12]. (4) Given the reactants [C:1]([C:3]1[CH:8]=[C:7]([O:9][CH3:10])[C:6]([O:11][CH2:12][CH2:13][O:14][CH3:15])=[CH:5][C:4]=1[N:16]=[CH:17][N:18](C)C)#[N:2].[Br:21][C:22]1[C:23]([O:31]C)=[C:24]([CH:26]=[C:27]([O:29]C)[CH:28]=1)N, predict the reaction product. The product is: [Br:21][C:22]1[C:23]([C:24]([NH:2][C:1]2[C:3]3[C:4](=[CH:5][C:6]([O:11][CH2:12][CH2:13][O:14][CH3:15])=[C:7]([O:9][CH3:10])[CH:8]=3)[N:16]=[CH:17][N:18]=2)=[CH:26][C:27](=[O:29])[CH:28]=1)=[O:31]. (5) The product is: [CH2:15]([N:2]1[CH2:3][C@@H:4]2[CH2:7][C@H:1]1[CH:6]=[CH:5]2)[C:16]1[CH:21]=[CH:20][CH:19]=[CH:18][CH:17]=1. Given the reactants [C@H:1]12[CH2:7][C@H:4]([CH:5]=[CH:6]1)[C:3](=O)[NH:2]2.[H-].[H-].[H-].[H-].[Li+].[Al+3].[CH2:15](Br)[C:16]1[CH:21]=[CH:20][CH:19]=[CH:18][CH:17]=1.C([O-])([O-])=O.[Na+].[Na+], predict the reaction product.